This data is from Reaction yield outcomes from USPTO patents with 853,638 reactions. The task is: Predict the reaction yield, written as a fraction of the theoretical maximum amount of product (1.0 means a 100% yield; for example, 0.34 means a 34% yield). The reactants are [C:1]([N:4]1[C:13]2[C:8](=[CH:9][C:10]([C:14]3[CH:15]=[N:16][N:17]([CH2:19][CH2:20][N:21]([CH3:29])[C:22](=[O:28])[O:23][C:24]([CH3:27])([CH3:26])[CH3:25])[CH:18]=3)=[CH:11][CH:12]=2)[C@@H:7]([NH:30]C(OCC2C=CC=CC=2)=O)[C@H:6]([CH3:41])[C@H:5]1[CH:42]1[CH2:44][CH2:43]1)(=[O:3])[CH3:2].C(OCC)(=O)C.C([O-])=O.[NH4+]. The catalyst is C(O)C.[Pd]. The product is [C:1]([N:4]1[C:13]2[C:8](=[CH:9][C:10]([C:14]3[CH:15]=[N:16][N:17]([CH2:19][CH2:20][N:21]([CH3:29])[C:22](=[O:28])[O:23][C:24]([CH3:25])([CH3:27])[CH3:26])[CH:18]=3)=[CH:11][CH:12]=2)[C@H:7]([NH2:30])[C@@H:6]([CH3:41])[C@@H:5]1[CH:42]1[CH2:43][CH2:44]1)(=[O:3])[CH3:2]. The yield is 0.739.